Task: Predict which catalyst facilitates the given reaction.. Dataset: Catalyst prediction with 721,799 reactions and 888 catalyst types from USPTO (1) Reactant: [Cl:1][C:2]1[CH:3]=[C:4]([C:9](=[O:13])[CH2:10][C:11]#[N:12])[CH:5]=[CH:6][C:7]=1[Cl:8].[C:14](=S)=[S:15].[H-].[Na+].CI.[CH3:21][S:22]([CH3:24])=O. Product: [Cl:1][C:2]1[CH:3]=[C:4]([CH:5]=[CH:6][C:7]=1[Cl:8])[C:9]([C:10](=[C:21]([S:15][CH3:14])[S:22][CH3:24])[C:11]#[N:12])=[O:13]. The catalyst class is: 6. (2) Reactant: [OH:1][C@@H:2]1[CH2:10][C@@H:9]2[C@@:5]([CH3:13])([CH:6]=[C:7]([CH:11]=[O:12])[CH2:8]2)[C@H:4]([CH3:14])[CH2:3]1.[OH:15]O.[OH-].[Na+]. Product: [OH:1][C@H:2]1[CH2:3][C@@H:4]([CH3:14])[C@@:5]2([CH3:13])[C@H:9]([CH2:8][C@:7]3([CH:11]=[O:12])[O:15][C@@H:6]32)[CH2:10]1. The catalyst class is: 459. (3) Reactant: [OH:1][CH2:2][CH2:3][O:4][C:5]1[CH:6]=[C:7]2[C:11](=[CH:12][CH:13]=1)[C@H:10]([CH2:14][C:15]([O:17][CH2:18][CH3:19])=[O:16])[CH2:9][CH2:8]2.[CH3:20][C:21]1[C:26](O)=[CH:25][CH:24]=[C:23]([CH3:28])[N:22]=1.C1C=CC(P(C2C=CC=CC=2)C2C=CC=CC=2)=CC=1.C1CCN(C(N=NC(N2CCCCC2)=O)=O)CC1. Product: [CH3:20][C:21]1[C:26]([O:1][CH2:2][CH2:3][O:4][C:5]2[CH:6]=[C:7]3[C:11](=[CH:12][CH:13]=2)[C@H:10]([CH2:14][C:15]([O:17][CH2:18][CH3:19])=[O:16])[CH2:9][CH2:8]3)=[CH:25][CH:24]=[C:23]([CH3:28])[N:22]=1. The catalyst class is: 1. (4) The catalyst class is: 1. Reactant: [H-].[H-].[H-].[H-].[Li+].[Al+3].[OH:7][C:8]([C:11]1[CH:16]=[CH:15][C:14]([CH2:17][CH2:18][C:19]#[N:20])=[CH:13][CH:12]=1)([CH3:10])[CH3:9]. Product: [NH2:20][CH2:19][CH2:18][CH2:17][C:14]1[CH:15]=[CH:16][C:11]([C:8]([OH:7])([CH3:9])[CH3:10])=[CH:12][CH:13]=1. (5) Reactant: [Mg].BrC(Br)C.Br[CH2:7][CH2:8][CH:9]1[O:13][CH2:12][CH2:11][O:10]1.[CH2:14]([Si:17]([CH3:20])([CH3:19])Cl)[CH:15]=[CH2:16]. Product: [CH2:14]([Si:17]([CH2:7][CH2:8][CH:9]1[O:13][CH2:12][CH2:11][O:10]1)([CH3:20])[CH3:19])[CH:15]=[CH2:16]. The catalyst class is: 7. (6) Product: [OH:45][C@H:30]1[CH2:29][CH2:28][C@H:27]2[C@H:26]3[C@H:35]([CH2:34][CH2:33][C@:31]12[CH3:32])[C:36]1[CH:37]=[CH:38][C:39]([O:43][CH3:44])=[CH:40][C:41]=1[CH2:42][C@H:25]3[CH2:24][CH2:23][CH2:22][CH2:21][CH2:20][CH2:19][CH2:18][CH2:17][CH2:16][C@H:15]([CH2:46][CH2:47][C:48]([F:59])([F:60])[C:49]([F:58])([F:57])[C:50]([F:56])([F:55])[C:51]([F:52])([F:53])[F:54])[C:14]([OH:61])=[O:63].[CH3:1][N:2]1[C@@H:6]([CH3:7])[C@@H:5]([C:8]2[CH:9]=[CH:10][CH:11]=[CH:12][CH:13]=2)[NH:4][C:3]1=[O:62]. Reactant: [CH3:1][N:2]1[C@@H:6]([CH3:7])[C@@H:5]([C:8]2[CH:13]=[CH:12][CH:11]=[CH:10][CH:9]=2)[N:4]([C:14](=[O:61])[C@@H:15]([CH2:46][CH2:47][C:48]([F:60])([F:59])[C:49]([F:58])([F:57])[C:50]([F:56])([F:55])[C:51]([F:54])([F:53])[F:52])[CH2:16][CH2:17][CH2:18][CH2:19][CH2:20][CH2:21][CH2:22][CH2:23][CH2:24][C@@H:25]2[CH2:42][C:41]3[CH:40]=[C:39]([O:43][CH3:44])[CH:38]=[CH:37][C:36]=3[C@@H:35]3[C@@H:26]2[C@H:27]2[C@@:31]([CH2:33][CH2:34]3)([CH3:32])[C@@H:30]([OH:45])[CH2:29][CH2:28]2)[C:3]1=[O:62].[OH-:63].C([N+](CCCC)(CCCC)CCCC)CCC.OO. The catalyst class is: 57.